Dataset: Catalyst prediction with 721,799 reactions and 888 catalyst types from USPTO. Task: Predict which catalyst facilitates the given reaction. (1) Reactant: [CH3:1][C:2]1([CH3:33])[CH2:11][CH:10]=[C:9]([C:12]2[CH:17]=[CH:16][C:15]([O:18][CH3:19])=[CH:14][CH:13]=2)[C:8]2[CH:7]=[C:6]([C:20]#[C:21][C:22]3[CH:32]=[CH:31][C:25]([C:26]([O:28]CC)=[O:27])=[CH:24][CH:23]=3)[CH:5]=[CH:4][C:3]1=2.[OH-].[Na+].Cl. Product: [CH3:1][C:2]1([CH3:33])[CH2:11][CH:10]=[C:9]([C:12]2[CH:17]=[CH:16][C:15]([O:18][CH3:19])=[CH:14][CH:13]=2)[C:8]2[CH:7]=[C:6]([C:20]#[C:21][C:22]3[CH:23]=[CH:24][C:25]([C:26]([OH:28])=[O:27])=[CH:31][CH:32]=3)[CH:5]=[CH:4][C:3]1=2. The catalyst class is: 301. (2) Reactant: C(OC([NH:8][C:9]1([C@@H:12]2[CH2:16][CH2:15][NH:14][CH2:13]2)[CH2:11][CH2:10]1)=O)(C)(C)C.C(N(CC)CC)C.F[C:25]1[CH:26]=[CH:27][C:28]2[C:38](=[O:39])[C:37]([C:40]([OH:42])=[O:41])=[CH:36][N:30]3[C@@H:31]([CH3:35])[CH2:32][O:33][C:34]=1[C:29]=23. Product: [NH2:8][C:9]1([C@@H:12]2[CH2:16][CH2:15][N:14]([C:25]3[CH:26]=[CH:27][C:28]4[C:38](=[O:39])[C:37]([C:40]([OH:42])=[O:41])=[CH:36][N:30]5[C@@H:31]([CH3:35])[CH2:32][O:33][C:34]=3[C:29]=45)[CH2:13]2)[CH2:10][CH2:11]1. The catalyst class is: 16. (3) Reactant: [O:1]=[C:2]1[C:11]2[C:6](=[CH:7][C:8]([O:16][CH3:17])=[C:9]([O:12][C:13](=[O:15])[CH3:14])[CH:10]=2)[N:5]=[CH:4][NH:3]1.[CH2:18](Br)[C:19]1[CH:24]=[CH:23][CH:22]=[CH:21][CH:20]=1.C(=O)([O-])[O-].[K+].[K+].O. Product: [CH2:18]([N:3]1[C:2](=[O:1])[C:11]2[C:6](=[CH:7][C:8]([O:16][CH3:17])=[C:9]([O:12][C:13](=[O:15])[CH3:14])[CH:10]=2)[N:5]=[CH:4]1)[C:19]1[CH:24]=[CH:23][CH:22]=[CH:21][CH:20]=1. The catalyst class is: 21. (4) Reactant: [N+:1]([C:4]1[CH:12]=[CH:11][C:7]([C:8](Cl)=[O:9])=[CH:6][CH:5]=1)([O-:3])=[O:2].[CH:13]1[C:25]2[CH:24]([CH2:26][O:27][C:28]([NH:30][CH2:31][CH2:32][OH:33])=[O:29])[C:23]3[C:18](=[CH:19][CH:20]=[CH:21][CH:22]=3)[C:17]=2[CH:16]=[CH:15][CH:14]=1.C(N(CC)CC)C. Product: [N+:1]([C:4]1[CH:12]=[CH:11][C:7]([C:8]([O:33][CH2:32][CH2:31][NH:30][C:28]([O:27][CH2:26][CH:24]2[C:23]3[CH:22]=[CH:21][CH:20]=[CH:19][C:18]=3[C:17]3[C:25]2=[CH:13][CH:14]=[CH:15][CH:16]=3)=[O:29])=[O:9])=[CH:6][CH:5]=1)([O-:3])=[O:2]. The catalyst class is: 2. (5) Reactant: [N:1]12[CH2:8][CH2:7][CH:4]([CH2:5][CH2:6]1)[C@@H:3]([NH:9][C:10]([C:12]1[O:13][C:14](Br)=[CH:15][CH:16]=1)=[O:11])[CH2:2]2.[Cl:18][C:19]1[CH:20]=[C:21](B(O)O)[CH:22]=[CH:23][CH:24]=1.C(=O)([O-])[O-].[Na+].[Na+]. Product: [N:1]12[CH2:8][CH2:7][CH:4]([CH2:5][CH2:6]1)[C@@H:3]([NH:9][C:10]([C:12]1[O:13][C:14]([C:23]3[CH:22]=[CH:21][CH:20]=[C:19]([Cl:18])[CH:24]=3)=[CH:15][CH:16]=1)=[O:11])[CH2:2]2. The catalyst class is: 108. (6) Product: [O:7]=[C:3]1[CH:2]([NH:1][CH2:15][C:16]([O:18][CH2:19][C:20]2[CH:25]=[CH:24][CH:23]=[CH:22][CH:21]=2)=[O:17])[CH2:6][CH2:5][NH:4]1. Reactant: [NH2:1][CH:2]1[CH2:6][CH2:5][NH:4][C:3]1=[O:7].C(=O)([O-])[O-].[K+].[K+].Br[CH2:15][C:16]([O:18][CH2:19][C:20]1[CH:25]=[CH:24][CH:23]=[CH:22][CH:21]=1)=[O:17]. The catalyst class is: 10. (7) Product: [Br:13][C:14]1[N:15]=[C:16]([CH2:19][N:5]2[C:1](=[O:11])[C:2]3[C:3](=[CH:7][CH:8]=[CH:9][CH:10]=3)[C:4]2=[O:6])[S:17][CH:18]=1. The catalyst class is: 12. Reactant: [C:1]1(=[O:11])[NH:5][C:4](=[O:6])[C:3]2=[CH:7][CH:8]=[CH:9][CH:10]=[C:2]12.[K].[Br:13][C:14]1[N:15]=[C:16]([CH2:19]Br)[S:17][CH:18]=1.C1OCCOCCOCCOCCOCCOC1. (8) Reactant: C([NH:9][C:10]([NH:12][C@H:13]1[CH2:18][C@H:17]2[CH2:19][C@@H:14]1[CH2:15][C:16]2([F:21])[F:20])=[S:11])(=O)C1C=CC=CC=1.C(=O)([O-])[O-].[K+].[K+].O1CCCC1. Product: [F:21][C:16]1([F:20])[CH2:15][C@H:14]2[CH2:19][C@@H:17]1[CH2:18][C@@H:13]2[NH:12][C:10]([NH2:9])=[S:11]. The catalyst class is: 24. (9) Reactant: [OH-].[Li+].[CH3:3][C:4]([O:7][C@H:8]([CH3:43])[C@@H:9]([C:39]([O:41]C)=[O:40])[NH:10][C:11]([C:13]1[CH:18]=[CH:17][C:16]([C:19]2[CH:24]=[CH:23][CH:22]=[C:21]([F:25])[CH:20]=2)=[CH:15][C:14]=1[NH:26][C:27]([NH:29][C:30]1[C:35]([CH3:36])=[CH:34][C:33]([CH3:37])=[CH:32][C:31]=1[CH3:38])=[O:28])=[O:12])([CH3:6])[CH3:5].CO.O. Product: [CH3:6][C:4]([O:7][C@H:8]([CH3:43])[C@@H:9]([C:39]([OH:41])=[O:40])[NH:10][C:11]([C:13]1[CH:18]=[CH:17][C:16]([C:19]2[CH:24]=[CH:23][CH:22]=[C:21]([F:25])[CH:20]=2)=[CH:15][C:14]=1[NH:26][C:27]([NH:29][C:30]1[C:31]([CH3:38])=[CH:32][C:33]([CH3:37])=[CH:34][C:35]=1[CH3:36])=[O:28])=[O:12])([CH3:3])[CH3:5]. The catalyst class is: 1.